From a dataset of Peptide-MHC class I binding affinity with 185,985 pairs from IEDB/IMGT. Regression. Given a peptide amino acid sequence and an MHC pseudo amino acid sequence, predict their binding affinity value. This is MHC class I binding data. (1) The peptide sequence is FLLRGPFEAS. The MHC is HLA-A02:06 with pseudo-sequence HLA-A02:06. The binding affinity (normalized) is 0.607. (2) The peptide sequence is QFAGGSFDF. The MHC is HLA-B07:02 with pseudo-sequence HLA-B07:02. The binding affinity (normalized) is 0.0847. (3) The peptide sequence is KYMDNELVY. The MHC is HLA-A31:01 with pseudo-sequence HLA-A31:01. The binding affinity (normalized) is 0.0847. (4) The peptide sequence is NLILNFLDWI. The MHC is HLA-A02:03 with pseudo-sequence HLA-A02:03. The binding affinity (normalized) is 0.478. (5) The peptide sequence is RYMSKTYNF. The MHC is HLA-B39:01 with pseudo-sequence HLA-B39:01. The binding affinity (normalized) is 0.0847.